The task is: Regression. Given a peptide amino acid sequence and an MHC pseudo amino acid sequence, predict their binding affinity value. This is MHC class I binding data.. This data is from Peptide-MHC class I binding affinity with 185,985 pairs from IEDB/IMGT. (1) The peptide sequence is APPHGGIAF. The MHC is HLA-B48:01 with pseudo-sequence HLA-B48:01. The binding affinity (normalized) is 0.0847. (2) The peptide sequence is EMGKFAIEVF. The MHC is H-2-Kb with pseudo-sequence H-2-Kb. The binding affinity (normalized) is 0. (3) The peptide sequence is FLRGRAYGI. The MHC is HLA-A26:01 with pseudo-sequence HLA-A26:01. The binding affinity (normalized) is 0. (4) The peptide sequence is SFKSINKVY. The MHC is HLA-A33:01 with pseudo-sequence HLA-A33:01. The binding affinity (normalized) is 0. (5) The peptide sequence is YSDIFNNVL. The MHC is HLA-C05:01 with pseudo-sequence HLA-C05:01. The binding affinity (normalized) is 0.851. (6) The peptide sequence is MTDDIGMGV. The MHC is HLA-A01:01 with pseudo-sequence HLA-A01:01. The binding affinity (normalized) is 0.658. (7) The binding affinity (normalized) is 0.438. The peptide sequence is AAVKAGAAL. The MHC is H-2-Db with pseudo-sequence H-2-Db. (8) The peptide sequence is FLPSDYFPSV. The MHC is HLA-B42:01 with pseudo-sequence HLA-B42:01. The binding affinity (normalized) is 0.275.